Dataset: Catalyst prediction with 721,799 reactions and 888 catalyst types from USPTO. Task: Predict which catalyst facilitates the given reaction. (1) Reactant: [C:1]([O:5][C:6]([NH:8][C:9]1[O:17][C:16]2[C:11](=[N:12][CH:13]=[C:14]([C:18]3[CH:19]=[N:20][N:21]([CH3:23])[CH:22]=3)[CH:15]=2)[C:10]=1[C:24]([O:26]CC)=[O:25])=[O:7])([CH3:4])([CH3:3])[CH3:2].O[Li].O.C1COCC1.O. Product: [C:1]([O:5][C:6]([NH:8][C:9]1[O:17][C:16]2[C:11](=[N:12][CH:13]=[C:14]([C:18]3[CH:19]=[N:20][N:21]([CH3:23])[CH:22]=3)[CH:15]=2)[C:10]=1[C:24]([OH:26])=[O:25])=[O:7])([CH3:4])([CH3:2])[CH3:3]. The catalyst class is: 23. (2) Reactant: [CH2:1]1[S:5][C@@H:4]([CH2:6][CH2:7][CH2:8][CH2:9][C:10]([OH:12])=[O:11])[C@H:3]2[NH:13][C:14]([NH:16][C@@H:2]12)=[O:15].[C:17](Cl)(=O)C. Product: [CH3:17][O:11][C:10]([CH2:9][CH2:8][CH2:7][CH2:6][C@H:4]1[C@@H:3]2[C@@H:2]([NH:16][C:14]([NH:13]2)=[O:15])[CH2:1][S:5]1)=[O:12]. The catalyst class is: 5. (3) Reactant: C[O:2][C:3](=O)[CH2:4][CH:5]([C:12]1[CH:17]=[C:16]([CH3:18])[CH:15]=[CH:14][C:13]=1[O:19][CH2:20][C:21]1[CH:26]=[CH:25][CH:24]=[CH:23][CH:22]=1)[C:6]1[CH:11]=[CH:10][CH:9]=[CH:8][CH:7]=1.C1(C)C=CC=CC=1.COCCO[AlH2-]OCCOC.[Na+].Cl. Product: [CH2:20]([O:19][C:13]1[CH:14]=[CH:15][C:16]([CH3:18])=[CH:17][C:12]=1[CH:5]([C:6]1[CH:7]=[CH:8][CH:9]=[CH:10][CH:11]=1)[CH2:4][CH2:3][OH:2])[C:21]1[CH:22]=[CH:23][CH:24]=[CH:25][CH:26]=1. The catalyst class is: 6. (4) Reactant: [CH3:1][O:2][C:3]1[CH:4]=[C:5](/[CH:13]=[CH:14]/[CH:15]=[CH:16]/[C:17]([NH:19][C:20]2[C:25]([NH:26][C:27](=[O:44])/[CH:28]=[CH:29]/[CH:30]=[CH:31]/[C:32]3[CH:37]=[C:36]([O:38][CH3:39])[C:35]([O:40][CH3:41])=[C:34]([O:42][CH3:43])[CH:33]=3)=[CH:24][CH:23]=[CH:22][C:21]=2[O:45]C(=O)/C=C/C=C/C2C=C(OC)C(OC)=C(OC)C=2)=[O:18])[CH:6]=[C:7]([O:11][CH3:12])[C:8]=1[O:9][CH3:10].C(=O)([O-])[O-].[K+].[K+]. The catalyst class is: 111. Product: [CH3:12][O:11][C:7]1[CH:6]=[C:5](/[CH:13]=[CH:14]/[CH:15]=[CH:16]/[C:17]([NH:19][C:20]2[C:25]([NH:26][C:27](=[O:44])/[CH:28]=[CH:29]/[CH:30]=[CH:31]/[C:32]3[CH:33]=[C:34]([O:42][CH3:43])[C:35]([O:40][CH3:41])=[C:36]([O:38][CH3:39])[CH:37]=3)=[CH:24][CH:23]=[CH:22][C:21]=2[OH:45])=[O:18])[CH:4]=[C:3]([O:2][CH3:1])[C:8]=1[O:9][CH3:10]. (5) Reactant: [NH2:1][C:2]1[C:7]([N+:8]([O-:10])=[O:9])=[CH:6][CH:5]=[CH:4][C:3]=1[OH:11].[C:12]([O-])([O-])=O.[K+].[K+].IC. Product: [NH2:1][C:2]1[C:7]([N+:8]([O-:10])=[O:9])=[CH:6][CH:5]=[CH:4][C:3]=1[O:11][CH3:12]. The catalyst class is: 3. (6) Reactant: Cl.C(O)C.[Cl:5][C:6]1[CH:11]=[CH:10][C:9]([C@@H:12]2[O:18][CH2:17][CH2:16][N:15](C(OC(C)(C)C)=O)[CH2:14][C@H:13]2[CH2:26][N:27]2[CH:32]=[CH:31][CH:30]=[C:29]([C:33]3[NH:37][C:36](=[O:38])[O:35][N:34]=3)[C:28]2=[O:39])=[CH:8][C:7]=1[F:40]. Product: [ClH:5].[Cl:5][C:6]1[CH:11]=[CH:10][C:9]([C@@H:12]2[O:18][CH2:17][CH2:16][NH:15][CH2:14][C@H:13]2[CH2:26][N:27]2[CH:32]=[CH:31][CH:30]=[C:29]([C:33]3[NH:37][C:36](=[O:38])[O:35][N:34]=3)[C:28]2=[O:39])=[CH:8][C:7]=1[F:40]. The catalyst class is: 8. (7) Reactant: [N+:1]([C:4]1[CH:16]=[C:15]([O:17][C:18]([F:21])([F:20])[F:19])[CH:14]=[CH:13][C:5]=1[NH:6][C:7]1[CH:12]=[CH:11][CH:10]=[CH:9][CH:8]=1)([O-])=O.O1CCCC1.[H][H]. Product: [C:7]1([NH:6][C:5]2[C:4]([NH2:1])=[CH:16][C:15]([O:17][C:18]([F:20])([F:21])[F:19])=[CH:14][CH:13]=2)[CH:8]=[CH:9][CH:10]=[CH:11][CH:12]=1. The catalyst class is: 45.